From a dataset of Forward reaction prediction with 1.9M reactions from USPTO patents (1976-2016). Predict the product of the given reaction. (1) Given the reactants O(CC)[C:2]([S-])=[S:3].[K+].[NH2:8][C:9]1[CH:14]=[C:13]([CH3:15])[CH:12]=[CH:11][C:10]=1[OH:16], predict the reaction product. The product is: [CH3:15][C:13]1[CH:12]=[CH:11][C:10]2[O:16][C:2]([SH:3])=[N:8][C:9]=2[CH:14]=1. (2) The product is: [F:21][C:22]1[CH:27]=[CH:26][C:25]([N:1]2[CH:5]=[C:4]([C:6]3[C:7]([C:15]4[CH:16]=[CH:17][CH:18]=[CH:19][CH:20]=4)=[N:8][O:9][C:10]=3[C:11]([F:14])([F:12])[F:13])[N:3]=[CH:2]2)=[CH:24][CH:23]=1. Given the reactants [NH:1]1[CH:5]=[C:4]([C:6]2[C:7]([C:15]3[CH:20]=[CH:19][CH:18]=[CH:17][CH:16]=3)=[N:8][O:9][C:10]=2[C:11]([F:14])([F:13])[F:12])[N:3]=[CH:2]1.[F:21][C:22]1[CH:27]=[CH:26][C:25](B(O)O)=[CH:24][CH:23]=1, predict the reaction product.